From a dataset of Full USPTO retrosynthesis dataset with 1.9M reactions from patents (1976-2016). Predict the reactants needed to synthesize the given product. Given the product [F:24][C:23]1[C:22]([O:25][C:26]2[CH:31]=[CH:30][CH:29]=[C:28]([C:32]([F:33])([F:34])[F:35])[CH:27]=2)=[N:21][C:20]([C:7]2[CH:12]=[CH:11][C:10]([C:13]([F:16])([F:15])[F:14])=[CH:9][CH:8]=2)=[C:19]([F:37])[C:18]=1[CH3:17], predict the reactants needed to synthesize it. The reactants are: C([Li])CCC.Br[C:7]1[CH:12]=[CH:11][C:10]([C:13]([F:16])([F:15])[F:14])=[CH:9][CH:8]=1.[CH3:17][C:18]1[C:23]([F:24])=[C:22]([O:25][C:26]2[CH:31]=[CH:30][CH:29]=[C:28]([C:32]([F:35])([F:34])[F:33])[CH:27]=2)[N:21]=[C:20](F)[C:19]=1[F:37].